Dataset: Full USPTO retrosynthesis dataset with 1.9M reactions from patents (1976-2016). Task: Predict the reactants needed to synthesize the given product. (1) The reactants are: [CH2:1]([S:8][C:9]1[CH:10]=[CH:11][C:12]([NH:22][C:23]2[CH:28]=[CH:27][C:26]([Br:29])=[CH:25][C:24]=2[O:30][CH3:31])=[C:13](/[CH:15]=[CH:16]/[C:17]([O:19]CC)=O)[CH:14]=1)[C:2]1[CH:7]=[CH:6][CH:5]=[CH:4][CH:3]=1.C[O-].[Na+]. Given the product [CH2:1]([S:8][C:9]1[CH:14]=[C:13]2[C:12](=[CH:11][CH:10]=1)[N:22]([C:23]1[CH:28]=[CH:27][C:26]([Br:29])=[CH:25][C:24]=1[O:30][CH3:31])[C:17](=[O:19])[CH:16]=[CH:15]2)[C:2]1[CH:3]=[CH:4][CH:5]=[CH:6][CH:7]=1, predict the reactants needed to synthesize it. (2) Given the product [NH2:19][C:4]1[C:3]2[C:2]([C:20]([NH2:21])=[O:22])=[CH:1][N:9]([C@H:10]3[C@H:11]([OH:18])[C@H:12]([OH:17])[C@@H:13]([CH2:15][OH:16])[O:14]3)[C:8]=2[N:7]=[CH:6][N:5]=1, predict the reactants needed to synthesize it. The reactants are: [CH:1]1[N:9]([C@@H:10]2[O:14][C@H:13]([CH2:15][OH:16])[C@@H:12]([OH:17])[C@H:11]2[OH:18])[C:8]2[C:3](=[C:4]([NH2:19])[N:5]=[CH:6][N:7]=2)[C:2]=1[C:20]#[N:21].[OH:22]O. (3) Given the product [F:1][C:2]1[CH:3]=[CH:4][C:5]([C:8]2([C:12]([N:16]([CH3:15])[C@H:17]3[CH2:36][N:21]4[C:22]5[C:27]([C:28]([CH2:29][C:30]([OH:32])=[O:31])=[C:20]4[CH2:19][CH2:18]3)=[CH:26][CH:25]=[CH:24][CH:23]=5)=[O:14])[CH2:9][CH2:10][CH2:11]2)=[CH:6][CH:7]=1, predict the reactants needed to synthesize it. The reactants are: [F:1][C:2]1[CH:7]=[CH:6][C:5]([C:8]2([C:12]([OH:14])=O)[CH2:11][CH2:10][CH2:9]2)=[CH:4][CH:3]=1.[CH3:15][NH:16][C@H:17]1[CH2:36][N:21]2[C:22]3[C:27]([C:28]([CH2:29][C:30]([O:32]CCC)=[O:31])=[C:20]2[CH2:19][CH2:18]1)=[CH:26][CH:25]=[CH:24][CH:23]=3. (4) Given the product [CH:3]([S:6][C:12]1[CH:13]=[C:14]([C:16]2[C:21]([Cl:22])=[CH:20][C:19]([C:23]([F:26])([F:24])[F:25])=[CH:18][C:17]=2[Cl:27])[CH:15]=[CH:10][C:11]=1[N+:28]([O-:30])=[O:29])([CH3:5])[CH3:4], predict the reactants needed to synthesize it. The reactants are: [H-].[Na+].[CH:3]([SH:6])([CH3:5])[CH3:4].[H][H].Cl[C:10]1[CH:15]=[C:14]([C:16]2[C:21]([Cl:22])=[CH:20][C:19]([C:23]([F:26])([F:25])[F:24])=[CH:18][C:17]=2[Cl:27])[CH:13]=[CH:12][C:11]=1[N+:28]([O-:30])=[O:29]. (5) Given the product [C:1]([O:5][C@@H:6]([C:12]1[C:13]([CH3:42])=[N:14][C:15]2[N:16]([N:26]=[C:27]([C:29]3[S:30][C:31]([CH2:34][C:35]4[CH:40]=[CH:39][C:38]([F:41])=[CH:37][CH:36]=4)=[CH:32][N:33]=3)[CH:28]=2)[C:17]=1[N:18]1[CH2:23][CH2:22][C:21]([CH3:25])([CH3:24])[CH2:20][CH2:19]1)[C:7]([OH:9])=[O:8])([CH3:2])([CH3:3])[CH3:4], predict the reactants needed to synthesize it. The reactants are: [C:1]([O:5][C@@H:6]([C:12]1[C:13]([CH3:42])=[N:14][C:15]2[N:16]([N:26]=[C:27]([C:29]3[S:30][C:31]([CH2:34][C:35]4[CH:40]=[CH:39][C:38]([F:41])=[CH:37][CH:36]=4)=[CH:32][N:33]=3)[CH:28]=2)[C:17]=1[N:18]1[CH2:23][CH2:22][C:21]([CH3:25])([CH3:24])[CH2:20][CH2:19]1)[C:7]([O:9]CC)=[O:8])([CH3:4])([CH3:3])[CH3:2].[OH-].[Na+]. (6) Given the product [C:31]([C:24]1[C:25](=[O:30])[C:26]([O:28][CH3:29])=[CH:27][N:22]([C:10]2[CH:11]=[CH:12][C:13]([N:15]3[CH:16]=[C:17]([F:21])[C:18]([F:20])=[CH:19]3)=[CH:14][C:9]=2[O:8][CH2:1][C:2]2[CH:3]=[CH:4][CH:5]=[CH:6][CH:7]=2)[N:23]=1)(=[O:32])[CH3:37], predict the reactants needed to synthesize it. The reactants are: [CH2:1]([O:8][C:9]1[CH:14]=[C:13]([N:15]2[CH:19]=[C:18]([F:20])[C:17]([F:21])=[CH:16]2)[CH:12]=[CH:11][C:10]=1[N:22]1[CH:27]=[C:26]([O:28][CH3:29])[C:25](=[O:30])[C:24]([C:31](N(OC)C)=[O:32])=[N:23]1)[C:2]1[CH:7]=[CH:6][CH:5]=[CH:4][CH:3]=1.[CH3:37][Mg]Br.Cl. (7) Given the product [N:32]1[CH:37]=[CH:36][C:35]([O:1][CH:2]([C:4]2[CH:12]=[CH:11][C:7]([C:8]([O:10][CH3:13])=[O:9])=[CH:6][CH:5]=2)[CH3:3])=[CH:34][CH:33]=1, predict the reactants needed to synthesize it. The reactants are: [OH:1][CH:2]([C:4]1[CH:12]=[CH:11][C:7]([C:8]([O-:10])=[O:9])=[CH:6][CH:5]=1)[CH3:3].[C:13]1(P(C2C=CC=CC=2)C2C=CC=CC=2)C=CC=CC=1.[N:32]1[CH:37]=[CH:36][C:35](O)=[CH:34][CH:33]=1.CC(OC(/N=N/C(OC(C)C)=O)=O)C. (8) The reactants are: [CH3:1][O:2][C:3](=[O:66])[NH:4][CH:5]([C:9]([N:11]1[CH2:15][CH2:14][CH2:13][CH:12]1[C:16]1[NH:17][C:18]([C:21]2[CH:30]=[CH:29][C:28]3[C:23](=[CH:24][CH:25]=[C:26]([C:31]4[CH:36]=[CH:35][C:34]([C:37]5[NH:38][C:39]([CH:42]6[CH2:46][CH2:45][CH2:44][N:43]6[C:47](=[O:65])[CH:48]([C:59]6[CH:64]=[CH:63][CH:62]=[CH:61][CH:60]=6)[NH:49]C(=O)CC6CCOCC6)=[N:40][CH:41]=5)=[CH:33][CH:32]=4)[CH:27]=3)[CH:22]=2)=[CH:19][N:20]=1)=[O:10])[CH:6]([CH3:8])[CH3:7].[CH3:67][N:68]([CH2:70][C:71]([OH:73])=O)[CH3:69]. Given the product [CH3:1][O:2][C:3](=[O:66])[NH:4][CH:5]([C:9]([N:11]1[CH2:15][CH2:14][CH2:13][CH:12]1[C:16]1[NH:17][C:18]([C:21]2[CH:30]=[CH:29][C:28]3[C:23](=[CH:24][CH:25]=[C:26]([C:31]4[CH:32]=[CH:33][C:34]([C:37]5[NH:38][C:39]([CH:42]6[CH2:46][CH2:45][CH2:44][N:43]6[C:47](=[O:65])[CH:48]([NH:49][C:71](=[O:73])[CH2:70][N:68]([CH3:69])[CH3:67])[C:59]6[CH:64]=[CH:63][CH:62]=[CH:61][CH:60]=6)=[N:40][CH:41]=5)=[CH:35][CH:36]=4)[CH:27]=3)[CH:22]=2)=[CH:19][N:20]=1)=[O:10])[CH:6]([CH3:8])[CH3:7], predict the reactants needed to synthesize it.